Task: Regression. Given a peptide amino acid sequence and an MHC pseudo amino acid sequence, predict their binding affinity value. This is MHC class I binding data.. Dataset: Peptide-MHC class I binding affinity with 185,985 pairs from IEDB/IMGT (1) The peptide sequence is RIAQGVLQR. The MHC is HLA-A69:01 with pseudo-sequence HLA-A69:01. The binding affinity (normalized) is 0.0847. (2) The binding affinity (normalized) is 0.736. The peptide sequence is AIKRKLRTL. The MHC is HLA-B08:01 with pseudo-sequence HLA-B08:01. (3) The peptide sequence is KSLYNTIATLY. The MHC is HLA-B18:01 with pseudo-sequence HLA-B18:01. The binding affinity (normalized) is 0.459.